Predict the reaction yield, written as a fraction of the theoretical maximum amount of product (1.0 means a 100% yield; for example, 0.34 means a 34% yield). From a dataset of Reaction yield outcomes from USPTO patents with 853,638 reactions. (1) The reactants are FC(F)(F)C(O)=O.[Cl:8][C:9]1[CH:10]=[C:11]([CH:15]2[C:19]([C:22]3[CH:27]=[CH:26][C:25]([Cl:28])=[CH:24][CH:23]=3)([C:20]#[N:21])[CH:18]([CH2:29][C:30]([CH3:33])([CH3:32])[CH3:31])[NH:17][CH:16]2[C:34]([OH:36])=O)[CH:12]=[CH:13][CH:14]=1.[NH2:37][CH2:38][CH2:39][CH2:40][OH:41].CN(C(ON1N=NC2C=CC=NC1=2)=[N+](C)C)C.F[P-](F)(F)(F)(F)F.CCN(C(C)C)C(C)C. The catalyst is C(Cl)Cl. The product is [OH:41][CH2:40][CH2:39][CH2:38][NH:37][C:34]([CH:16]1[CH:15]([C:11]2[CH:12]=[CH:13][CH:14]=[C:9]([Cl:8])[CH:10]=2)[C:19]([C:22]2[CH:23]=[CH:24][C:25]([Cl:28])=[CH:26][CH:27]=2)([C:20]#[N:21])[CH:18]([CH2:29][C:30]([CH3:32])([CH3:33])[CH3:31])[NH:17]1)=[O:36]. The yield is 0.930. (2) The reactants are C[O:2][C:3](=O)[CH:4]([CH3:20])[CH2:5][C@H:6]1[CH2:10][C:9](=[O:11])[N:8]([C@H:12]([C:14]2[CH:19]=[CH:18][CH:17]=[CH:16][CH:15]=2)[CH3:13])[CH2:7]1.[BH4-].[Na+].C(O)(=O)CC(CC(O)=O)(C(O)=O)O.O. The catalyst is CCO. The product is [OH:2][CH2:3][CH:4]([CH3:20])[CH2:5][C@@H:6]1[CH2:7][N:8]([C@H:12]([C:14]2[CH:15]=[CH:16][CH:17]=[CH:18][CH:19]=2)[CH3:13])[C:9](=[O:11])[CH2:10]1. The yield is 0.590. (3) The reactants are [CH3:1][C:2]1[O:6][N:5]=[C:4]([C:7]2[CH:12]=[CH:11][CH:10]=[CH:9][CH:8]=2)[C:3]=1[CH2:13][O:14][C:15]1[N:20]=[CH:19][C:18]([NH2:21])=[CH:17][CH:16]=1.C(N(CC)CC)C.[C:29](Cl)(=[O:31])[CH3:30]. The catalyst is C1COCC1. The product is [CH3:1][C:2]1[O:6][N:5]=[C:4]([C:7]2[CH:12]=[CH:11][CH:10]=[CH:9][CH:8]=2)[C:3]=1[CH2:13][O:14][C:15]1[N:20]=[CH:19][C:18]([NH:21][C:29](=[O:31])[CH3:30])=[CH:17][CH:16]=1. The yield is 0.840. (4) The reactants are [NH2:1][C:2]1[CH:29]=[C:28]([N:30]([CH2:32][CH2:33][CH2:34][N:35]([CH3:37])[CH3:36])[CH3:31])[CH:27]=[CH:26][C:3]=1[C:4]([NH:6][C:7]1[C:15]2[C:10](=[CH:11][CH:12]=[C:13]([O:16][CH2:17][C:18]3[CH:23]=[C:22]([F:24])[CH:21]=[C:20]([F:25])[CH:19]=3)[CH:14]=2)[NH:9][N:8]=1)=[O:5].[NH:38]1[CH:42]=[CH:41][CH:40]=[C:39]1[C:43](Cl)=[O:44]. The catalyst is N1C=CC=CC=1. The product is [F:24][C:22]1[CH:23]=[C:18]([CH:19]=[C:20]([F:25])[CH:21]=1)[CH2:17][O:16][C:13]1[CH:14]=[C:15]2[C:10](=[CH:11][CH:12]=1)[NH:9][N:8]=[C:7]2[NH:6][C:4]([C:3]1[CH:26]=[CH:27][C:28]([N:30]([CH2:32][CH2:33][CH2:34][N:35]([CH3:36])[CH3:37])[CH3:31])=[CH:29][C:2]=1[NH:1][C:43]([C:39]1[NH:38][CH:42]=[CH:41][CH:40]=1)=[O:44])=[O:5]. The yield is 0.660. (5) The reactants are Br[C:2]1[C:3]([OH:13])=[C:4]([C:10](=[O:12])[CH3:11])[CH:5]=[C:6]([Cl:9])[C:7]=1[CH3:8].[N:14]1[CH:19]=[CH:18][C:17](B(O)O)=[CH:16][CH:15]=1.C(=O)([O-])[O-].[K+].[K+].C1(P(C2C=CC=CC=2)C2C=CC=CC=2)C=CC=CC=1. The catalyst is COCCOC.O.C([O-])(=O)C.[Pd+2].C([O-])(=O)C. The product is [Cl:9][C:6]1[C:7]([CH3:8])=[C:2]([C:17]2[CH:18]=[CH:19][N:14]=[CH:15][CH:16]=2)[C:3]([OH:13])=[C:4]([C:10](=[O:12])[CH3:11])[CH:5]=1. The yield is 0.450.